From a dataset of Full USPTO retrosynthesis dataset with 1.9M reactions from patents (1976-2016). Predict the reactants needed to synthesize the given product. (1) Given the product [O:1]=[CH:2][CH2:3][CH2:4][CH2:5][CH2:6][CH2:7][CH2:8][CH2:9][CH2:10][CH2:11][CH2:12][CH2:13][CH2:14][CH2:15][CH2:16][CH2:17][CH2:18][CH2:19][CH2:20][CH2:21][CH2:22][C:23]([OH:25])=[O:24], predict the reactants needed to synthesize it. The reactants are: [OH:1][CH2:2][CH2:3][CH2:4][CH2:5][CH2:6][CH2:7][CH2:8][CH2:9][CH2:10][CH2:11][CH2:12][CH2:13][CH2:14][CH2:15][CH2:16][CH2:17][CH2:18][CH2:19][CH2:20][CH2:21][CH2:22][C:23]([OH:25])=[O:24].[Cr](Cl)([O-])(=O)=O.[NH+]1C=CC=CC=1. (2) Given the product [CH3:1][O:2][C:3]([C:5]12[CH2:21][CH2:22][CH:23]=[C:9]1[CH2:8][N:7]([C:11]([O:13][CH2:14][C:15]1[CH:16]=[CH:17][CH:18]=[CH:19][CH:20]=1)=[O:12])[CH2:6]2)=[O:4], predict the reactants needed to synthesize it. The reactants are: [CH3:1][O:2][C:3]([C:5]1([CH2:21][CH2:22][CH:23]=C)[C:9](=C)[CH2:8][N:7]([C:11]([O:13][CH2:14][C:15]2[CH:20]=[CH:19][CH:18]=[CH:17][CH:16]=2)=[O:12])[CH2:6]1)=[O:4]. (3) Given the product [OH:1][CH:2]1[CH2:7][CH2:6][CH2:5][N:4]([CH3:8])[C:3]1=[O:9], predict the reactants needed to synthesize it. The reactants are: [OH:1][C:2]1[C:3](=[O:9])[N:4]([CH3:8])[CH:5]=[CH:6][CH:7]=1. (4) Given the product [NH2:27][C:22]1[CH:23]=[CH:24][CH:25]=[CH:26][C:21]=1[N:17]1[C:18]2[C:14](=[CH:13][C:12]([NH:11][C:5]3[CH:4]=[CH:3][C:2]([Cl:1])=[CH:10][C:6]=3[C:7]([O:9][CH3:32])=[O:8])=[CH:20][CH:19]=2)[CH:15]=[CH:16]1, predict the reactants needed to synthesize it. The reactants are: [Cl:1][C:2]1[CH:3]=[CH:4][C:5]([NH:11][C:12]2[CH:13]=[C:14]3[C:18](=[CH:19][CH:20]=2)[N:17]([C:21]2[CH:26]=[CH:25][CH:24]=[CH:23][C:22]=2[N+:27]([O-])=O)[CH:16]=[CH:15]3)=[C:6]([CH:10]=1)[C:7]([OH:9])=[O:8].[Cl-].[NH4+].[CH2:32](O)C. (5) Given the product [Br:27][C:18]1[CH:19]=[C:20]([F:26])[CH:21]=[C:22]2[C:17]=1[O:16][C@@H:13]([CH2:12][O:11][S:8]([C:5]1[CH:6]=[CH:7][C:2]([CH3:1])=[CH:3][CH:4]=1)(=[O:10])=[O:9])[CH:14]=[CH:23]2, predict the reactants needed to synthesize it. The reactants are: [CH3:1][C:2]1[CH:7]=[CH:6][C:5]([S:8]([O:11][CH2:12][C@H:13]([O:16][C:17]2[C:22]([CH:23]=CC)=[CH:21][C:20]([F:26])=[CH:19][C:18]=2[Br:27])[CH:14]=C)(=[O:10])=[O:9])=[CH:4][CH:3]=1. (6) Given the product [C:33]([N:36]1[CH2:37][CH2:38][N:39]([C:42]2[N:47]=[CH:46][C:45]([NH:48][C:2]3[N:7]=[C:6]([C:8]4[S:12][C:11]([CH:13]([CH3:15])[CH3:14])=[N:10][C:9]=4[C:16]4[CH:17]=[C:18]([NH:22][S:23]([C:26]5[CH:31]=[CH:30][CH:29]=[CH:28][C:27]=5[F:32])(=[O:25])=[O:24])[CH:19]=[CH:20][CH:21]=4)[CH:5]=[CH:4][N:3]=3)=[CH:44][CH:43]=2)[CH2:40][CH2:41]1)(=[O:35])[CH3:34].[Cl:1][C:2]1[N:7]=[C:6]([C:8]2[S:12][C:11]([CH:13]([CH3:15])[CH3:14])=[N:10][C:9]=2[C:16]2[CH:17]=[C:18]([NH:22][S:23]([C:26]3[CH:31]=[CH:30][CH:29]=[CH:28][C:27]=3[F:32])(=[O:24])=[O:25])[CH:19]=[CH:20][CH:21]=2)[CH:5]=[CH:4][N:3]=1, predict the reactants needed to synthesize it. The reactants are: [Cl:1][C:2]1[N:7]=[C:6]([C:8]2[S:12][C:11]([CH:13]([CH3:15])[CH3:14])=[N:10][C:9]=2[C:16]2[CH:17]=[C:18]([NH:22][S:23]([C:26]3[CH:31]=[CH:30][CH:29]=[CH:28][C:27]=3[F:32])(=[O:25])=[O:24])[CH:19]=[CH:20][CH:21]=2)[CH:5]=[CH:4][N:3]=1.[C:33]([N:36]1[CH2:41][CH2:40][N:39]([C:42]2[N:47]=[CH:46][C:45]([NH2:48])=[CH:44][CH:43]=2)[CH2:38][CH2:37]1)(=[O:35])[CH3:34].